Task: Predict the reaction yield, written as a fraction of the theoretical maximum amount of product (1.0 means a 100% yield; for example, 0.34 means a 34% yield).. Dataset: Reaction yield outcomes from USPTO patents with 853,638 reactions The reactants are [C:1]1([C:7]2([C:10]([O-:12])=[O:11])[CH2:9][CH2:8]2)[CH:6]=[CH:5][CH:4]=[CH:3][CH:2]=1.[N+:13]([O-:16])([O-])=[O:14].[K+].OS(O)(=O)=O.[CH2:23](Cl)Cl. No catalyst specified. The product is [N+:13]([C:4]1[CH:5]=[CH:6][C:1]([C:7]2([C:10]([O:12][CH3:23])=[O:11])[CH2:9][CH2:8]2)=[CH:2][CH:3]=1)([O-:16])=[O:14]. The yield is 0.680.